Dataset: Catalyst prediction with 721,799 reactions and 888 catalyst types from USPTO. Task: Predict which catalyst facilitates the given reaction. The catalyst class is: 470. Reactant: [F:1][C:2]1[C:3]([CH2:8][O:9][C:10]2[C:11]3[N:12]([C:17]([C:21]4[CH:22]=[N:23][N:24]([CH2:26][C:27]([CH3:32])([N+:29]([O-])=O)[CH3:28])[CH:25]=4)=[C:18]([CH3:20])[N:19]=3)[CH:13]=[C:14]([CH3:16])[CH:15]=2)=[N:4][CH:5]=[CH:6][CH:7]=1. Product: [F:1][C:2]1[C:3]([CH2:8][O:9][C:10]2[C:11]3[N:12]([C:17]([C:21]4[CH:22]=[N:23][N:24]([CH2:26][C:27]([CH3:32])([NH2:29])[CH3:28])[CH:25]=4)=[C:18]([CH3:20])[N:19]=3)[CH:13]=[C:14]([CH3:16])[CH:15]=2)=[N:4][CH:5]=[CH:6][CH:7]=1.